From a dataset of Peptide-MHC class I binding affinity with 185,985 pairs from IEDB/IMGT. Regression. Given a peptide amino acid sequence and an MHC pseudo amino acid sequence, predict their binding affinity value. This is MHC class I binding data. (1) The peptide sequence is SVFHEHIFK. The MHC is HLA-B08:02 with pseudo-sequence HLA-B08:02. The binding affinity (normalized) is 0.0847. (2) The peptide sequence is WLYDLWGQL. The MHC is HLA-A24:03 with pseudo-sequence HLA-A24:03. The binding affinity (normalized) is 0.0847. (3) The peptide sequence is SIPLMKRLT. The MHC is HLA-A02:01 with pseudo-sequence HLA-A02:01. The binding affinity (normalized) is 0.